Dataset: Forward reaction prediction with 1.9M reactions from USPTO patents (1976-2016). Task: Predict the product of the given reaction. (1) Given the reactants [Br:1][C:2]1[CH:9]=[CH:8][C:5]([C:6]#[N:7])=[C:4](F)[CH:3]=1.C(=O)(O)O.[NH2:15][C:16]([NH2:18])=[NH:17].O.[OH-].[NH4+], predict the reaction product. The product is: [Br:1][C:2]1[CH:9]=[C:8]2[C:5]([C:6]([NH2:7])=[N:17][C:16]([NH2:18])=[N:15]2)=[CH:4][CH:3]=1. (2) Given the reactants N[C@H:2]1[CH2:6][CH2:5][N:4]([C:7]([O:9][CH2:10][CH2:11][CH2:12][CH3:13])=[O:8])[CH2:3]1.[CH2:14]=O.S([O-])([O-])(=O)=O.[Mg+2].[C:22]([BH3-])#[N:23].[Na+], predict the reaction product. The product is: [CH3:14][N:23]([CH3:22])[C@H:2]1[CH2:6][CH2:5][N:4]([C:7]([O:9][CH2:10][CH2:11][CH2:12][CH3:13])=[O:8])[CH2:3]1.